Dataset: Peptide-MHC class I binding affinity with 185,985 pairs from IEDB/IMGT. Task: Regression. Given a peptide amino acid sequence and an MHC pseudo amino acid sequence, predict their binding affinity value. This is MHC class I binding data. (1) The peptide sequence is IRKPKHLYV. The MHC is HLA-A11:01 with pseudo-sequence HLA-A11:01. The binding affinity (normalized) is 0.0847. (2) The peptide sequence is LSYRNKPSI. The MHC is HLA-A11:01 with pseudo-sequence HLA-A11:01. The binding affinity (normalized) is 0. (3) The peptide sequence is LEGLADAIW. The MHC is HLA-A68:02 with pseudo-sequence HLA-A68:02. The binding affinity (normalized) is 0.0847.